From a dataset of Forward reaction prediction with 1.9M reactions from USPTO patents (1976-2016). Predict the product of the given reaction. The product is: [CH2:13]([C:12]1[C:11](=[O:15])[N:10]([CH2:16][CH2:17][C:18]2[CH:23]=[CH:22][CH:21]=[C:20]([F:24])[CH:19]=2)[C:9]([C:25]2[CH:30]=[CH:29][CH:28]=[CH:27][C:26]=2[O:31][CH2:32][C:33]2[CH:34]=[CH:35][CH:36]=[CH:37][CH:38]=2)=[N:8][C:7]=1[N:41]1[CH2:45][CH2:44][CH2:43][CH2:42]1)[CH3:14]. Given the reactants FC(F)(F)S(O[C:7]1[N:8]=[C:9]([C:25]2[CH:30]=[CH:29][CH:28]=[CH:27][C:26]=2[O:31][CH2:32][C:33]2[CH:38]=[CH:37][CH:36]=[CH:35][CH:34]=2)[N:10]([CH2:16][CH2:17][C:18]2[CH:23]=[CH:22][CH:21]=[C:20]([F:24])[CH:19]=2)[C:11](=[O:15])[C:12]=1[CH2:13][CH3:14])(=O)=O.[NH:41]1[CH2:45][CH2:44][CH2:43][CH2:42]1.C([O-])([O-])=O.[Cs+].[Cs+], predict the reaction product.